Dataset: Plasma protein binding rate (PPBR) regression data from AstraZeneca. Task: Regression/Classification. Given a drug SMILES string, predict its absorption, distribution, metabolism, or excretion properties. Task type varies by dataset: regression for continuous measurements (e.g., permeability, clearance, half-life) or binary classification for categorical outcomes (e.g., BBB penetration, CYP inhibition). For this dataset (ppbr_az), we predict Y. (1) The Y is 99.8 %. The molecule is OC[C@H]1C[C@@H](n2nnc3c(N[C@@H]4C[C@H]4c4ccc(F)c(F)c4)nc(SCCC(F)(F)F)nc32)[C@H](O)[C@@H]1O. (2) The drug is Nc1ncnc2nc(-c3ccc(N4CCOCC4)nc3)cc(-c3cccc(Br)c3)c12. The Y is 96.6 %. (3) The molecule is CCc1nc2c(N)nc3ccccc3c2n1CC(C)C. The Y is 88.3 %. (4) The molecule is COc1cc2nc(N3CCN(C(=O)c4ccco4)CC3)nc(N)c2cc1OC. The Y is 96.0 %. (5) The drug is COc1ccc(NC(=O)c2ccc(C[S+](C)[O-])c3ccccc23)c(C(=O)NCC2CCOCC2)n1. The Y is 94.6 %.